Dataset: Full USPTO retrosynthesis dataset with 1.9M reactions from patents (1976-2016). Task: Predict the reactants needed to synthesize the given product. (1) Given the product [Cl:1][C:2]([Cl:9])([Cl:5])[C:3]([Cl:8])([Cl:6])[CH3:4].[Cl:1][C:2]([Cl:8])([Cl:5])[CH:3]([Cl:6])[CH3:4].[ClH:1], predict the reactants needed to synthesize it. The reactants are: [Cl:1][C:2]([Cl:5])=[CH:3][CH3:4].[Cl-:6].[Al+3].[Cl-:8].[Cl-:9]. (2) Given the product [OH:28][CH:29]1[CH2:34][CH2:33][N:32]([C:35]2[S:39][C:38]([C:40]3[NH:25][C:24]4[CH:23]=[CH:22][C:6]([NH:7][C:8](=[O:21])[C:9]5[CH:14]=[CH:13][C:12]([N:15]6[CH2:20][CH2:19][O:18][CH2:17][CH2:16]6)=[CH:11][CH:10]=5)=[CH:5][C:4]=4[N:1]=3)=[CH:37][CH:36]=2)[CH2:31][CH2:30]1, predict the reactants needed to synthesize it. The reactants are: [N+:1]([C:4]1[CH:5]=[C:6]([CH:22]=[CH:23][C:24]=1[N+:25]([O-])=O)[NH:7][C:8](=[O:21])[C:9]1[CH:14]=[CH:13][C:12]([N:15]2[CH2:20][CH2:19][O:18][CH2:17][CH2:16]2)=[CH:11][CH:10]=1)([O-])=O.[OH:28][CH:29]1[CH2:34][CH2:33][N:32]([C:35]2[S:39][C:38]([CH:40]=O)=[CH:37][CH:36]=2)[CH2:31][CH2:30]1. (3) Given the product [OH:27][CH:24]1[CH2:25][CH2:26][N:21]([C:7]2[CH:14]=[CH:13][C:10]([CH:11]=[O:12])=[CH:9][CH:8]=2)[CH2:22][CH2:23]1, predict the reactants needed to synthesize it. The reactants are: CN(C)C=O.F[C:7]1[CH:14]=[CH:13][C:10]([CH:11]=[O:12])=[CH:9][CH:8]=1.C(=O)([O-])[O-].[Na+].[Na+].[NH:21]1[CH2:26][CH2:25][CH:24]([OH:27])[CH2:23][CH2:22]1. (4) Given the product [F:1][C:2]([F:17])([F:16])[C:3]1[CH:4]=[C:5]2[CH:10]=[CH:11][NH:9][C:6]2=[N:7][CH:8]=1, predict the reactants needed to synthesize it. The reactants are: [F:1][C:2]([F:17])([F:16])[C:3]1[CH:4]=[C:5]([C:10]#[C:11][Si](C)(C)C)[C:6]([NH2:9])=[N:7][CH:8]=1.CC([O-])(C)C.[K+].O.[Cl-].[NH4+]. (5) Given the product [C:1]([C:5]1[CH:9]=[C:8]([C:10]([O:12][CH2:13][CH3:14])=[O:11])[N:7]([CH2:15][C:16]([N:33]2[CH2:38][CH2:37][O:36][CH2:35][CH2:34]2)=[O:18])[N:6]=1)([CH3:2])([CH3:3])[CH3:4], predict the reactants needed to synthesize it. The reactants are: [C:1]([C:5]1[CH:9]=[C:8]([C:10]([O:12][CH2:13][CH3:14])=[O:11])[N:7]([CH2:15][C:16]([OH:18])=O)[N:6]=1)([CH3:4])([CH3:3])[CH3:2].C(Cl)CCl.C1C=CC2N(O)N=NC=2C=1.[NH:33]1[CH2:38][CH2:37][O:36][CH2:35][CH2:34]1.Cl.